This data is from Full USPTO retrosynthesis dataset with 1.9M reactions from patents (1976-2016). The task is: Predict the reactants needed to synthesize the given product. (1) Given the product [CH2:1]([O:8][C:9]1[CH:10]=[C:11]2[C:16](=[CH:17][CH:18]=1)[C:15](=[O:19])[N:14]([CH2:20][CH:21]([CH3:23])[CH3:22])[C:13]([CH2:24][Cl:35])=[C:12]2[C:26]1[CH:31]=[CH:30][CH:29]=[C:28]([F:32])[CH:27]=1)[C:2]1[CH:7]=[CH:6][CH:5]=[CH:4][CH:3]=1, predict the reactants needed to synthesize it. The reactants are: [CH2:1]([O:8][C:9]1[CH:10]=[C:11]2[C:16](=[CH:17][CH:18]=1)[C:15](=[O:19])[N:14]([CH2:20][CH:21]([CH3:23])[CH3:22])[C:13]([CH2:24]O)=[C:12]2[C:26]1[CH:31]=[CH:30][CH:29]=[C:28]([F:32])[CH:27]=1)[C:2]1[CH:7]=[CH:6][CH:5]=[CH:4][CH:3]=1.S(Cl)([Cl:35])=O.C(=O)([O-])O.[Na+]. (2) Given the product [C:1]([O:5][C:6](=[O:19])[NH:7][C:8]1[CH:13]=[C:12]([F:14])[C:11]([Cl:15])=[CH:10][C:9]=1[NH2:16])([CH3:4])([CH3:2])[CH3:3], predict the reactants needed to synthesize it. The reactants are: [C:1]([O:5][C:6](=[O:19])[NH:7][C:8]1[CH:13]=[C:12]([F:14])[C:11]([Cl:15])=[CH:10][C:9]=1[N+:16]([O-])=O)([CH3:4])([CH3:3])[CH3:2]. (3) Given the product [Br:17][C:18]1[CH:23]=[CH:22][C:21]([CH2:24][O:12][CH2:11][C:10]([F:13])([F:14])[CH2:9][O:8][Si:1]([C:4]([CH3:7])([CH3:6])[CH3:5])([CH3:3])[CH3:2])=[CH:20][CH:19]=1, predict the reactants needed to synthesize it. The reactants are: [Si:1]([O:8][CH2:9][C:10]([F:14])([F:13])[CH2:11][OH:12])([C:4]([CH3:7])([CH3:6])[CH3:5])([CH3:3])[CH3:2].[H-].[Na+].[Br:17][C:18]1[CH:23]=[CH:22][C:21]([CH2:24]Br)=[CH:20][CH:19]=1.